Dataset: Catalyst prediction with 721,799 reactions and 888 catalyst types from USPTO. Task: Predict which catalyst facilitates the given reaction. (1) Reactant: Br[C:2]1[S:10][C:9]2[C:8](=[O:11])[N:7]=[CH:6][N:5]([CH2:12][C:13]3[CH:18]=[CH:17][C:16]([Cl:19])=[CH:15][CH:14]=3)[C:4]=2[CH:3]=1.[NH2:20][C:21]1[CH:26]=[CH:25][C:24](B(O)O)=[CH:23][N:22]=1.C([O-])([O-])=O.[Na+].[Na+]. Product: [NH2:20][C:21]1[N:22]=[CH:23][C:24]([C:2]2[S:10][C:9]3[C:8](=[O:11])[N:7]=[CH:6][N:5]([CH2:12][C:13]4[CH:18]=[CH:17][C:16]([Cl:19])=[CH:15][CH:14]=4)[C:4]=3[CH:3]=2)=[CH:25][CH:26]=1. The catalyst class is: 128. (2) Reactant: C([Mg]Cl)(C)C.Br[C:7]1[CH:8]=[C:9]2[C:14](=[CH:15][CH:16]=1)[N:13]=[C:12]([C:17]([F:20])([F:19])[F:18])[C:11]([C:21]1[CH:26]=[CH:25][CH:24]=[CH:23][CH:22]=1)=[C:10]2[C:27]([F:30])([F:29])[F:28].[Cl:31][C:32]1[CH:37]=[CH:36][C:35]([C:38]([C:40]2[N:44]([CH3:45])[CH:43]=[N:42][CH:41]=2)=[O:39])=[CH:34][CH:33]=1. Product: [Cl:31][C:32]1[CH:33]=[CH:34][C:35]([C:38]([C:40]2[N:44]([CH3:45])[CH:43]=[N:42][CH:41]=2)([C:7]2[CH:8]=[C:9]3[C:14](=[CH:15][CH:16]=2)[N:13]=[C:12]([C:17]([F:20])([F:19])[F:18])[C:11]([C:21]2[CH:26]=[CH:25][CH:24]=[CH:23][CH:22]=2)=[C:10]3[C:27]([F:28])([F:30])[F:29])[OH:39])=[CH:36][CH:37]=1. The catalyst class is: 1. (3) Reactant: [CH3:1][N:2]([CH:15]1[CH2:20][CH2:19][N:18]([CH3:21])[CH2:17][CH2:16]1)[C:3](=[O:14])[CH2:4][C:5]1[CH:10]=[CH:9][C:8]([N+:11]([O-])=O)=[CH:7][CH:6]=1. Product: [NH2:11][C:8]1[CH:9]=[CH:10][C:5]([CH2:4][C:3]([N:2]([CH3:1])[CH:15]2[CH2:20][CH2:19][N:18]([CH3:21])[CH2:17][CH2:16]2)=[O:14])=[CH:6][CH:7]=1. The catalyst class is: 19. (4) Reactant: [CH3:1][C@H:2]1[CH2:7][CH2:6][CH2:5][CH2:4][C@H:3]1[NH:8][C:9]1[C:10]2[N:11]([CH:17]=[C:18]([N+:20]([O-:22])=[O:21])[CH:19]=2)[N:12]=[CH:13][C:14]=1[C:15]#[N:16].[NH4+].[OH-:24].OO. Product: [CH3:1][C@H:2]1[CH2:7][CH2:6][CH2:5][CH2:4][C@H:3]1[NH:8][C:9]1[C:10]2[N:11]([CH:17]=[C:18]([N+:20]([O-:22])=[O:21])[CH:19]=2)[N:12]=[CH:13][C:14]=1[C:15]([NH2:16])=[O:24]. The catalyst class is: 14. (5) Reactant: [Cl:1][C:2]1[CH:7]=[C:6]([C:8]([O:10]CC)=[CH2:9])[N:5]=[CH:4][N:3]=1.Cl. Product: [Cl:1][C:2]1[N:3]=[CH:4][N:5]=[C:6]([C:8](=[O:10])[CH3:9])[CH:7]=1. The catalyst class is: 21. (6) Reactant: [N:1]([CH2:4][CH2:5][N:6]1[C:10]2[CH:11]=[CH:12][C:13]([C:15]([OH:17])=O)=[CH:14][C:9]=2[N:8]=[CH:7]1)=[N+:2]=[N-:3].C1C=CC2N(O)N=NC=2C=1.CCN(C(C)C)C(C)C.[CH:37]12[NH:44][CH:41]([CH2:42][CH2:43]1)[CH2:40][CH:39]([OH:45])[CH2:38]2.CCN=C=NCCCN(C)C.Cl. Product: [N:1]([CH2:4][CH2:5][N:6]1[C:10]2[CH:11]=[CH:12][C:13]([C:15]([N:44]3[CH:37]4[CH2:43][CH2:42][CH:41]3[CH2:40][CH:39]([OH:45])[CH2:38]4)=[O:17])=[CH:14][C:9]=2[N:8]=[CH:7]1)=[N+:2]=[N-:3]. The catalyst class is: 3. (7) Reactant: C([O:4][C@@H:5]1[C@@H:10]([O:11]C(=O)C)[C@H:9]([O:15]C(=O)C)[C@@H:8]([CH2:19][O:20]C(=O)C)[O:7][C@H:6]1[O:24][C:25]1[C:29]([CH2:30][C:31]2[CH:36]=[CH:35][C:34]([CH2:37][CH2:38][CH2:39][S:40](=[O:49])(=[O:48])[NH:41][C:42]([C:45]([OH:47])=O)([CH3:44])[CH3:43])=[CH:33][CH:32]=2)=[C:28]([CH:50]([CH3:52])[CH3:51])[NH:27][N:26]=1)(=O)C.Cl.C([N:56]=C=NCCCN(C)C)C.ON1C2C=CC=CC=2N=N1. Product: [C:45]([C:42]([NH:41][S:40]([CH2:39][CH2:38][CH2:37][C:34]1[CH:33]=[CH:32][C:31]([CH2:30][C:29]2[C:25]([O:24][C@@H:6]3[O:7][C@H:8]([CH2:19][OH:20])[C@@H:9]([OH:15])[C@H:10]([OH:11])[C@H:5]3[OH:4])=[N:26][NH:27][C:28]=2[CH:50]([CH3:51])[CH3:52])=[CH:36][CH:35]=1)(=[O:49])=[O:48])([CH3:43])[CH3:44])(=[O:47])[NH2:56]. The catalyst class is: 9. (8) Reactant: Br[C:2]1[CH:7]=[CH:6][CH:5]=[CH:4][CH:3]=1.[Mg:8].[C:9](=[S:11])=[S:10].[Br:12][C:13]([CH3:20])([CH3:19])[C:14]([O:16][CH2:17][CH3:18])=[O:15]. Product: [C:2]1([Mg:8][Br:12])[CH:7]=[CH:6][CH:5]=[CH:4][CH:3]=1.[C:9]([S:11][C:13]([C:14]([O:16][CH2:17][CH3:18])=[O:15])([CH3:20])[CH3:19])(=[S:10])[C:2]1[CH:7]=[CH:6][CH:5]=[CH:4][CH:3]=1. The catalyst class is: 1.